Dataset: Catalyst prediction with 721,799 reactions and 888 catalyst types from USPTO. Task: Predict which catalyst facilitates the given reaction. (1) Reactant: [NH2:1][CH2:2][C:3]1[CH:8]=[CH:7][C:6]([CH2:9][N:10]2[CH2:15][CH2:14][N:13]([C:16]3[C:21]([C:22]([O:24][CH:25]([CH3:27])[CH3:26])=[O:23])=[CH:20][CH:19]=[CH:18][N:17]=3)[CH2:12][CH2:11]2)=[CH:5][CH:4]=1.[C:28](O)(=[O:35])[C:29]1[CH:34]=[CH:33][CH:32]=[CH:31][CH:30]=1.CN(C(ON1N=NC2C=CC=NC1=2)=[N+](C)C)C.F[P-](F)(F)(F)(F)F.CCN(C(C)C)C(C)C. Product: [C:29]1([C:28]([NH:1][CH2:2][C:3]2[CH:8]=[CH:7][C:6]([CH2:9][N:10]3[CH2:11][CH2:12][N:13]([C:16]4[C:21]([C:22]([O:24][CH:25]([CH3:27])[CH3:26])=[O:23])=[CH:20][CH:19]=[CH:18][N:17]=4)[CH2:14][CH2:15]3)=[CH:5][CH:4]=2)=[O:35])[CH:34]=[CH:33][CH:32]=[CH:31][CH:30]=1. The catalyst class is: 9. (2) Reactant: [Br:1][C:2]1[CH:3]=[C:4]([NH2:10])[C:5]([O:8][CH3:9])=[N:6][CH:7]=1.[F:11][C:12]1[CH:17]=[C:16]([F:18])[CH:15]=[CH:14][C:13]=1[S:19](Cl)(=[O:21])=[O:20]. Product: [Br:1][C:2]1[CH:3]=[C:4]([NH:10][S:19]([C:13]2[CH:14]=[CH:15][C:16]([F:18])=[CH:17][C:12]=2[F:11])(=[O:21])=[O:20])[C:5]([O:8][CH3:9])=[N:6][CH:7]=1. The catalyst class is: 17. (3) Reactant: [Cl:1][C:2]1[CH:7]=[C:6]([Cl:8])[C:5]([O:9][CH3:10])=[CH:4][C:3]=1[NH:11][C:12]1[C:21]2[C:16](=[CH:17][C:18](F)=[C:19]([O:22][CH2:23][CH3:24])[CH:20]=2)[N:15]=[CH:14][C:13]=1[C:26]#[N:27].[CH3:28][N:29]1[CH2:34][CH2:33][CH:32]([CH2:35][CH2:36][OH:37])[CH2:31][CH2:30]1.[H-].[Na+].O. Product: [Cl:1][C:2]1[CH:7]=[C:6]([Cl:8])[C:5]([O:9][CH3:10])=[CH:4][C:3]=1[NH:11][C:12]1[C:21]2[C:16](=[CH:17][C:18]([O:37][CH2:36][CH2:35][CH:32]3[CH2:33][CH2:34][N:29]([CH3:28])[CH2:30][CH2:31]3)=[C:19]([O:22][CH2:23][CH3:24])[CH:20]=2)[N:15]=[CH:14][C:13]=1[C:26]#[N:27]. The catalyst class is: 9. (4) Reactant: [C:1]([O:5][C:6]([N:8]1[CH2:13][CH2:12][CH2:11][CH2:10][C@@H:9]1[C:14]([OH:16])=O)=[O:7])([CH3:4])([CH3:3])[CH3:2].[CH2:17]([NH2:25])[CH2:18][CH2:19][CH2:20][CH2:21][CH2:22][CH2:23][CH3:24].C(N(CC)C(C)C)(C)C.C1CN([P+](ON2N=NC3C=CC=CC2=3)(N2CCCC2)N2CCCC2)CC1.F[P-](F)(F)(F)(F)F. Product: [CH2:17]([NH:25][C:14]([C@H:9]1[CH2:10][CH2:11][CH2:12][CH2:13][N:8]1[C:6]([O:5][C:1]([CH3:2])([CH3:3])[CH3:4])=[O:7])=[O:16])[CH2:18][CH2:19][CH2:20][CH2:21][CH2:22][CH2:23][CH3:24]. The catalyst class is: 2. (5) Reactant: [N+:1]([C:4]1[CH:9]=[CH:8][C:7]([N:10]2[CH2:15][CH2:14][N:13]([C:16](=[O:18])[CH3:17])[CH2:12][CH2:11]2)=[CH:6][CH:5]=1)([O-])=O.[H][H]. Product: [NH2:1][C:4]1[CH:5]=[CH:6][C:7]([N:10]2[CH2:11][CH2:12][N:13]([C:16](=[O:18])[CH3:17])[CH2:14][CH2:15]2)=[CH:8][CH:9]=1. The catalyst class is: 78. (6) Reactant: Cl[CH:2]([CH2:12][C:13]1[CH:14]=[C:15]2[C:20](=[CH:21][CH:22]=1)[N:19]=[CH:18][CH:17]=[CH:16]2)[CH:3]([N:5]1[C:9](=O)CCC1=O)O.[Br:23][C:24]1[CH:29]=[CH:28][C:27]([C:30]2[N:35]=[N:34]C(N)=[N:32][CH:31]=2)=[CH:26][C:25]=1[F:37]. Product: [Br:23][C:24]1[CH:29]=[CH:28][C:27]([C:30]2[CH:31]=[N:32][C:9]3[N:34]([C:2]([CH2:12][C:13]4[CH:14]=[C:15]5[C:20](=[CH:21][CH:22]=4)[N:19]=[CH:18][CH:17]=[CH:16]5)=[CH:3][N:5]=3)[N:35]=2)=[CH:26][C:25]=1[F:37]. The catalyst class is: 51. (7) Reactant: [Cl:1][C:2]1[C:7]([Cl:8])=[C:6]([C:9]2[S:13][C:12]([C:14]([NH:16][NH:17][C:18](=O)[CH2:19][C:20]([OH:23])([CH3:22])[CH3:21])=[O:15])=[N:11][C:10]=2[C:25]([N:27]2[CH2:32][CH2:31][CH:30]([F:33])[CH2:29][CH2:28]2)=[O:26])[CH:5]=[CH:4][C:3]=1[S:34]([NH:37][C@@H:38]([CH2:43][CH3:44])[C:39]([F:42])([F:41])[F:40])(=[O:36])=[O:35].CC1C=CC(S(Cl)(=O)=O)=CC=1.O. Product: [Cl:1][C:2]1[C:7]([Cl:8])=[C:6]([C:9]2[S:13][C:12]([C:14]3[O:15][C:18]([CH2:19][C:20]([OH:23])([CH3:21])[CH3:22])=[N:17][N:16]=3)=[N:11][C:10]=2[C:25]([N:27]2[CH2:32][CH2:31][CH:30]([F:33])[CH2:29][CH2:28]2)=[O:26])[CH:5]=[CH:4][C:3]=1[S:34]([NH:37][C@@H:38]([CH2:43][CH3:44])[C:39]([F:40])([F:41])[F:42])(=[O:35])=[O:36]. The catalyst class is: 2. (8) Reactant: [Br:1][C:2]1[CH:10]=[C:9]([C:11]([O:13][CH2:14][C:15]2[CH:20]=[CH:19][CH:18]=[CH:17][CH:16]=2)=[O:12])[C:8]([O:21][CH2:22][C:23]2[CH:28]=[CH:27][CH:26]=[CH:25][CH:24]=2)=[CH:7][C:3]=1[C:4](O)=[O:5].BrC1C(C=O)=CC(OCC2C=CC=CC=2)=C(C=1)C(OCC1C=CC=CC=1)=O.S(=O)(=O)(O)N.CC(CC)=C.[CH:66]([N:69](C(C)C)[CH2:70]C)(C)C.Cl.CNC.ON1C2N=CC=CC=2N=N1.C(Cl)CCl. Product: [Br:1][C:2]1[C:3]([C:4]([N:69]([CH3:70])[CH3:66])=[O:5])=[CH:7][C:8]([O:21][CH2:22][C:23]2[CH:28]=[CH:27][CH:26]=[CH:25][CH:24]=2)=[C:9]([CH:10]=1)[C:11]([O:13][CH2:14][C:15]1[CH:20]=[CH:19][CH:18]=[CH:17][CH:16]=1)=[O:12]. The catalyst class is: 255.